This data is from B-cell epitopes from IEDB database with 3,159 antigens for binding position prediction. The task is: Token-level Classification. Given an antigen amino acid sequence, predict which amino acid positions are active epitope sites capable of antibody binding. Output is a list of indices for active positions. (1) Given the antigen sequence: GAQVSRQNVGTHSTQNMVSNGSSLNYFNINYFKDAASSGASRLDFSQDPSKFTDPVKDVLEKGIPTLQ, which amino acid positions are active epitope sites? The epitope positions are: [0, 1, 2, 3, 4, 5, 6, 7, 8, 9, 10, 11, 12, 13, 14, 15, 16, 17, 18, 19... (24 total positions)]. The amino acids at these positions are: GAQVSRQNVGTHSTQNMVSNGSSL. (2) Given the antigen sequence: EAPKSHSISNNEQLINELNDLIEENNDLKDKLARNLDLLDNTREKDPQYRALMGENQDL, which amino acid positions are active epitope sites? The epitope positions are: [0, 1, 2, 3, 4, 5, 6, 7, 8, 9, 10, 11, 12, 13, 14, 15, 16, 17, 18, 19]. The amino acids at these positions are: EAPKSHSISNNEQLINELND. (3) Given the antigen sequence: THESYQELVKKLEALEDAVLTGYGLFQKEKMVLNEEEITTKGASAQSGASAQSGASAQSGASAQSGASAQSGASAQSGTSGPSGPSGTSPSSRSNTLPRSNTSSGASPPADASDSDAKSYADLKHRVRNYLFTIKELKYPELFDLTNHMLTLCDNIHGFKYLIDGYEEINELLYKLNFYFDLLRAKLNDVCANDYCQIPFNLKIRANELDVLKKLVFGYRKPLDNIKDNVGKMEDYIKKNKTTIANINELIEGSKKTIDQNKNADNEEGKKKLYQAQYDLSIYNKQLEEAHNLISVLEKRIDTLKKNENIKKLLDKINEIKNPPPANSGNTPNTLLDKNKKIEEHEEKIKEIAKTIKFNIDSL, which amino acid positions are active epitope sites? The epitope positions are: [222, 223, 224, 225, 226, 227, 228, 229, 230, 231, 232, 233, 234, 235, 236, 237, 238, 239, 240, 241]. The amino acids at these positions are: LDNIKDNVGKMEDYIKKNKT. (4) Given the antigen sequence: MFSMRIVCLVLSVVGTAWTADSGEGDFLAEGGGVRGPRVVERHQSACKDSDWPFCSDEDWNYKCPSGCRMKGLIDEVNQDFTNRINKLKNSLFEYQKNNKDSHSLTTNIMEILRGDFSSANNRDNTYNRVSEDLRSRIEVLKRKVIEKVQHIQLLQKNVRAQLVDMKRLEVDIDIKIRSCRGSCSRALAREVDLKDYEDQQKQLEQVIAKDLLPSRDRQHLPLIKMKPVPDLVPGNFKSQLQKVPPEWKALTDMPQMRMELERPGGNEITRGGSTSYGTGSETESPRNPSSAGSWNSGSSGPGSTGNRNPGSSGTGGTATWKPGSSGPGSTGSWNSGSSGTGSTGNQNPGSPRPGSTGTWNPGSSERGSAGHWTSESSVSGSTGQWHSESGSFRPDSPGSGNARPNNPDWGTFEEVSGNVSPGTRREYHTEKLVTSKGDKELRTGKEKVTSGSTTTTRRSCSKTVTKTVIGPDGHKEVTKEVVTSEDGSDCPEAMDLGTL..., which amino acid positions are active epitope sites? The epitope positions are: [562, 563, 564, 565, 566, 567, 568, 569, 570, 571, 572, 573, 574, 575, 576, 577, 578, 579, 580, 581... (21 total positions)]. The amino acids at these positions are: HHPGIAEFPSRGKSSSYSKQF. (5) Given the antigen sequence: MNTLLNIFFDFITGVLKNIGNVASYSTCYFIMDEVEIPKELTQLHE, which amino acid positions are active epitope sites? The epitope positions are: [24, 25, 26, 27, 28, 29, 30, 31]. The amino acids at these positions are: YSTCYFIM. (6) Given the antigen sequence: DNTLMVVIAVYYACIKQGWTEYDVSQRIVFFANGDDIILAVQQDDEPILNTFQSSFHELGLNHDFSERTMKREDLWFMSHQAMKIGDTYIPKLERERIVSILEWDRSKEIMHRTEAICAAMIEAWGYTDLLQEIRKFYLWLLEKDEFKALSSEGRAPYIAETALKKLYADENVKESELQRYLDAFNFEMCCEHDEVVLQADETIDAGGGNKTTSGGCNTNNTTTDGGNNTTNNTPPANNTTTGGGNNTNNTPPANNTTTGGGNNTSNTTPPANNTNTTETPATKQMVPAATEKGKEAVKDVNAGTSGTYSVPRLNKITHKMNLPLVKGRCILNLNHLIEYKPEQRDIFNTRATHTQFEVWYNAVKREYELEDEQMHIVTNGFMVWCIDNGTSPDINGAWVMMDGSDQIEYPLKPIVENAKPTLRQIMHHFSDAAEAYIELRNAEKPYMPRYGLIRNLRDASLARYAFDFYEVNSKTPVRAREAVAQMKAAALSNVTIRLF..., which amino acid positions are active epitope sites? The epitope positions are: [398, 399, 400, 401, 402, 403, 404, 405, 406, 407, 408, 409]. The amino acids at these positions are: WVMMDGSDQIEY. (7) Given the antigen sequence: MGKFLATLILFFQFCPLILGDYSPSCCTLTIGVSSYHSKPCNPAQPVCSWTLDLLALSADQALQPPCPNLVGYSGYHATYSLYLFPHWIKKPNRNGGGYYSASYSDPCSLKCPYLGCQSWTCPYTGAVSSPYWKFQQDVNFTQEVSRLNINLHFSKCGFPFSLLVDAPGYDPIWFLNTEPSQLPPTAPPLLPHSNLDHILEPSIPWKSKLLTLVQLTLQSTNYTCIVCIDRASLSTWHVLYSPNVSVPSSPSTPLLYPSLAVPAPHLTLPFNWTHCFDPQIQAIVSSPCYNSLILPPFSLSPVPTLGSRSRRA, which amino acid positions are active epitope sites? The epitope positions are: [248, 249, 250, 251, 252, 253, 254, 255, 256]. The amino acids at these positions are: SSPSTPLLY. (8) Given the antigen sequence: MIQVLLVTICLAVFPFQGSSKTLKSGNVNDYEVVNPQKITGLPVGAFKQPEKKYEDAVQYEFEVNGEPVVLHLEKNKGLFSEDYSETHYSPDGSEITTNPPVEDHCYYHGRVQNDADSTASISTCNGLKGFFTLRGETYLIEPLKVPDSESHAVYKYEDAKKKDEAPKMCGVTLTNWESDEPIKKASHLVATSEQQHFHPRYVQLVIVADHSMVTKNNNDLTALTTWIHQIVNDMIVMYRILNIHITLANVEIWSSGDLIAVTSSAPTTLRSFGEWRARNLVNRITHDNAQLITAVHLDNLIGYGYLGTMCDPQSSVAITEDHSTDHLWVAATMAHEMGHNLGMNHDGNQCNCGAAGCIMSAIISQYRSYQFSDCSMNEYRNYITTHNPPCILNQALRTDTVSTPVSENELLQNSVNPCYDPVTCQPKEKEDCESGPCCDNCKFLKEGTICKMARGDNMHDYCNGKTCDCPRNPYKGEHDPMEWPAPAKGSVLM, which amino acid positions are active epitope sites? The epitope positions are: [447, 448, 449, 450, 451, 452, 453, 454, 455, 456, 457, 458, 459, 460, 461, 462, 463]. The amino acids at these positions are: GTICKMARGDNMHDYCN.